From a dataset of Full USPTO retrosynthesis dataset with 1.9M reactions from patents (1976-2016). Predict the reactants needed to synthesize the given product. (1) Given the product [ClH:19].[C:1]1([CH:7]([N:13]2[CH2:18][CH2:17][CH2:16][CH2:15][CH2:14]2)[C:8]([OH:10])=[O:9])[CH:2]=[CH:3][CH:4]=[CH:5][CH:6]=1, predict the reactants needed to synthesize it. The reactants are: [C:1]1([CH:7]([N:13]2[CH2:18][CH2:17][CH2:16][CH2:15][CH2:14]2)[C:8]([O:10]CC)=[O:9])[CH:6]=[CH:5][CH:4]=[CH:3][CH:2]=1.[ClH:19]. (2) The reactants are: C([Li])CCC.Br[C:7]1[CH:12]=[CH:11][C:10]([O:13][CH2:14][O:15][CH2:16][CH2:17][O:18][CH3:19])=[C:9]([C:20]([F:23])([F:22])[F:21])[CH:8]=1.[B:24](OC(C)C)([O:29]C(C)C)[O:25]C(C)C.O. Given the product [CH3:19][O:18][CH2:17][CH2:16][O:15][CH2:14][O:13][C:10]1[CH:11]=[CH:12][C:7]([B:24]([OH:29])[OH:25])=[CH:8][C:9]=1[C:20]([F:23])([F:22])[F:21], predict the reactants needed to synthesize it.